From a dataset of Reaction yield outcomes from USPTO patents with 853,638 reactions. Predict the reaction yield, written as a fraction of the theoretical maximum amount of product (1.0 means a 100% yield; for example, 0.34 means a 34% yield). The reactants are Cl[C:2]1[CH:7]=[CH:6][N:5]=[C:4]([NH2:8])[C:3]=1[N+:9]([O-:11])=[O:10].[CH3:12][C:13]1[N:14]=[CH:15][NH:16][CH:17]=1. The catalyst is CN(C=O)C. The product is [CH3:12][C:13]1[N:14]=[CH:15][N:16]([C:2]2[CH:7]=[CH:6][N:5]=[C:4]([NH2:8])[C:3]=2[N+:9]([O-:11])=[O:10])[CH:17]=1. The yield is 0.316.